This data is from Catalyst prediction with 721,799 reactions and 888 catalyst types from USPTO. The task is: Predict which catalyst facilitates the given reaction. (1) Reactant: [CH3:1][C:2]1[NH:10][C:5]2=[N:6][CH:7]=[CH:8][CH:9]=[C:4]2[C:3]=1[C:11]([O:13][CH3:14])=[O:12].[H-].[Na+].Br[CH:18]([C:20]1[CH:25]=[CH:24][CH:23]=[CH:22][CH:21]=1)[CH3:19].[Cl-].[NH4+]. Product: [CH3:1][C:2]1[N:10]([CH:18]([C:20]2[CH:25]=[CH:24][CH:23]=[CH:22][CH:21]=2)[CH3:19])[C:5]2=[N:6][CH:7]=[CH:8][CH:9]=[C:4]2[C:3]=1[C:11]([O:13][CH3:14])=[O:12]. The catalyst class is: 9. (2) Reactant: C([O-])([O-])=O.[K+].[K+].[OH:7][C:8]1[CH:9]=[C:10]([CH:14]=[CH:15][CH:16]=1)[C:11]([NH2:13])=[O:12].[Br:17][CH2:18][CH2:19][CH2:20][CH2:21][CH2:22][CH2:23]Br. Product: [Br:17][CH2:18][CH2:19][CH2:20][CH2:21][CH2:22][CH2:23][O:7][C:8]1[CH:9]=[C:10]([C:11]([NH2:13])=[O:12])[CH:14]=[CH:15][CH:16]=1. The catalyst class is: 23. (3) Reactant: [Br:1][C:2]1[C:3](Cl)=[N:4][CH:5]=[C:6]([CH:21]=1)[C:7]([NH:9][C:10]1[CH:15]=[CH:14][C:13]([O:16][C:17]([F:20])([F:19])[F:18])=[CH:12][CH:11]=1)=[O:8].[CH:23]12[NH:31][CH:27]([CH2:28][O:29][CH2:30]1)[CH2:26][O:25][CH2:24]2.[F-].[K+]. Product: [CH:27]12[N:31]([C:3]3[C:2]([Br:1])=[CH:21][C:6]([C:7]([NH:9][C:10]4[CH:15]=[CH:14][C:13]([O:16][C:17]([F:20])([F:19])[F:18])=[CH:12][CH:11]=4)=[O:8])=[CH:5][N:4]=3)[CH:23]([CH2:30][O:29][CH2:28]1)[CH2:24][O:25][CH2:26]2. The catalyst class is: 31. (4) Reactant: [C:1]1([C:7]2[CH2:12][CH2:11][O:10][CH2:9][C:8]=2[C:13]([O:15][CH2:16][CH3:17])=[O:14])[CH:6]=[CH:5][CH:4]=[CH:3][CH:2]=1. Product: [C:1]1([C@H:7]2[CH2:12][CH2:11][O:10][CH2:9][C@H:8]2[C:13]([O:15][CH2:16][CH3:17])=[O:14])[CH:2]=[CH:3][CH:4]=[CH:5][CH:6]=1. The catalyst class is: 63. (5) Reactant: O1CCOCC1.[O:7]1[CH2:11][CH2:10][O:9][CH:8]1[C:12]1[CH:13]=[C:14](B(O)O)[C:15]([F:18])=[N:16][CH:17]=1.Cl[C:23]1[N:28]=[C:27]([CH3:29])[N:26]=[C:25]([S:30][CH3:31])[N:24]=1.C([O-])([O-])=O.[Na+].[Na+]. Product: [O:7]1[CH2:11][CH2:10][O:9][CH:8]1[C:12]1[CH:13]=[C:14]([C:23]2[N:28]=[C:27]([CH3:29])[N:26]=[C:25]([S:30][CH3:31])[N:24]=2)[C:15]([F:18])=[N:16][CH:17]=1. The catalyst class is: 103. (6) Reactant: [CH2:1]([O:3][C:4](=[O:25])[CH2:5][CH:6]1[O:10][B:9]([OH:11])[C:8]2[CH:12]=[C:13]([O:17][C:18]3[CH:23]=[CH:22][CH:21]=[C:20]([OH:24])[CH:19]=3)[CH:14]=[C:15]([CH3:16])[C:7]1=2)[CH3:2].[C:26]([O:30][C:31](=[O:37])[NH:32][CH2:33][CH2:34][CH2:35]Br)([CH3:29])([CH3:28])[CH3:27].[H-].[Na+].[NH4+].[Cl-].Cl. Product: [CH2:1]([O:3][C:4](=[O:25])[CH2:5][CH:6]1[O:10][B:9]([OH:11])[C:8]2[CH:12]=[C:13]([O:17][C:18]3[CH:23]=[CH:22][CH:21]=[C:20]([O:24][CH2:35][CH2:34][CH2:33][NH:32][C:31]([O:30][C:26]([CH3:27])([CH3:29])[CH3:28])=[O:37])[CH:19]=3)[CH:14]=[C:15]([CH3:16])[C:7]1=2)[CH3:2]. The catalyst class is: 18. (7) Reactant: [C:1]1([N:7]2[C:11]([NH:12][C:13]3[CH:18]=[CH:17][CH:16]=[CH:15][CH:14]=3)=[CH:10][C:9]([C:19](OCC)=[O:20])=[N:8]2)[CH:6]=[CH:5][CH:4]=[CH:3][CH:2]=1.[H-].C([Al+]CC(C)C)C(C)C.Cl. Product: [C:1]1([N:7]2[C:11]([NH:12][C:13]3[CH:14]=[CH:15][CH:16]=[CH:17][CH:18]=3)=[CH:10][C:9]([CH2:19][OH:20])=[N:8]2)[CH:2]=[CH:3][CH:4]=[CH:5][CH:6]=1. The catalyst class is: 207.